This data is from Full USPTO retrosynthesis dataset with 1.9M reactions from patents (1976-2016). The task is: Predict the reactants needed to synthesize the given product. (1) Given the product [CH3:21][O:22][C:23](=[O:26])[CH2:24][NH:25][C:17]([C:9]1[NH:8][C:12]2[CH:13]=[CH:14][CH:15]=[CH:16][C:11]=2[N:10]=1)=[O:19], predict the reactants needed to synthesize it. The reactants are: C(N(CC)CC)C.[NH:8]1[C:12]2[CH:13]=[CH:14][CH:15]=[CH:16][C:11]=2[N:10]=[C:9]1[C:17]([OH:19])=O.Cl.[CH3:21][O:22][C:23](=[O:26])[CH2:24][NH2:25].CN(C(ON1N=NC2C=CC=NC1=2)=[N+](C)C)C.F[P-](F)(F)(F)(F)F. (2) The reactants are: [Cl:1][C:2]1[CH:7]=[CH:6][CH:5]=[C:4]([Cl:8])[C:3]=1[C:9]1[N:26]([CH2:27][C@H:28]2[CH2:33][CH2:32][CH2:31][N:30](C(OC(C)(C)C)=O)[CH2:29]2)[C:12]2[N:13]=[C:14]([NH:17][CH2:18][C:19]3[CH:24]=[CH:23][CH:22]=[C:21]([OH:25])[CH:20]=3)[N:15]=[CH:16][C:11]=2[CH:10]=1.C(O)(C(F)(F)F)=O. Given the product [Cl:8][C:4]1[CH:5]=[CH:6][CH:7]=[C:2]([Cl:1])[C:3]=1[C:9]1[N:26]([CH2:27][CH:28]2[CH2:33][CH2:32][CH2:31][NH:30][CH2:29]2)[C:12]2[N:13]=[C:14]([NH:17][CH2:18][C:19]3[CH:20]=[C:21]([OH:25])[CH:22]=[CH:23][CH:24]=3)[N:15]=[CH:16][C:11]=2[CH:10]=1, predict the reactants needed to synthesize it. (3) Given the product [Cl:21][C:16]1[CH:15]=[C:14]([C:12]2[CH:11]=[C:10]([CH3:22])[N:9]=[C:8]([C:6]3[CH:5]=[CH:4][N:3]=[C:2]([C:27]4[CH:26]=[N:25][C:24]([NH2:23])=[CH:29][CH:28]=4)[CH:7]=3)[N:13]=2)[CH:19]=[CH:18][C:17]=1[Cl:20], predict the reactants needed to synthesize it. The reactants are: Cl[C:2]1[CH:7]=[C:6]([C:8]2[N:13]=[C:12]([C:14]3[CH:19]=[CH:18][C:17]([Cl:20])=[C:16]([Cl:21])[CH:15]=3)[CH:11]=[C:10]([CH3:22])[N:9]=2)[CH:5]=[CH:4][N:3]=1.[NH2:23][C:24]1[CH:29]=[CH:28][C:27](B2OC(C)(C)C(C)(C)O2)=[CH:26][N:25]=1. (4) Given the product [CH3:20][C:21]1[CH2:22][C@@H:23]2[C@H:26]([C:27]=1[CH3:28])[C@@:25]([CH2:29][C:30]([O:32][C:33]([CH3:36])([CH3:35])[CH3:34])=[O:31])([CH2:4][N+:1]([O-:3])=[O:2])[CH2:24]2, predict the reactants needed to synthesize it. The reactants are: [N+:1]([CH2:4][C@@]1(CC(OC(C)(C)C)=O)C[C@H]2[C@@H]1C=CC2)([O-:3])=[O:2].[CH3:20][C:21]1[CH2:22][C@H:23]2[C@@H:26]([C:27]=1[CH3:28])[C:25](=[CH:29][C:30]([O:32][C:33]([CH3:36])([CH3:35])[CH3:34])=[O:31])[CH2:24]2. (5) Given the product [C:13]([C:14]1[CH:15]=[CH:16][C:17]([NH2:20])=[N:18][CH:19]=1)#[CH:12], predict the reactants needed to synthesize it. The reactants are: C1COCC1.CO.C[Si]([C:12]#[C:13][C:14]1[CH:15]=[CH:16][C:17]([NH2:20])=[N:18][CH:19]=1)(C)C.C(=O)([O-])[O-].[K+].[K+].